From a dataset of Forward reaction prediction with 1.9M reactions from USPTO patents (1976-2016). Predict the product of the given reaction. Given the reactants Br[C:2]1[CH:3]=[C:4]2[C:9](=[CH:10][CH:11]=1)[N:8]=[CH:7][C:6]([C:12]([CH:14]1[CH2:16][CH2:15]1)=[O:13])=[C:5]2[N:17]1[CH2:22][CH2:21][CH:20]([CH2:23][N:24]2[CH2:28][CH2:27][CH2:26][CH2:25]2)[CH2:19][CH2:18]1.[Cl:29][C:30]1[CH:35]=[C:34](B2OC(C)(C)C(C)(C)O2)[CH:33]=[C:32]([O:45][CH3:46])[C:31]=1[OH:47], predict the reaction product. The product is: [Cl:29][C:30]1[CH:35]=[C:34]([C:2]2[CH:3]=[C:4]3[C:9](=[CH:10][CH:11]=2)[N:8]=[CH:7][C:6]([C:12]([CH:14]2[CH2:15][CH2:16]2)=[O:13])=[C:5]3[N:17]2[CH2:18][CH2:19][CH:20]([CH2:23][N:24]3[CH2:25][CH2:26][CH2:27][CH2:28]3)[CH2:21][CH2:22]2)[CH:33]=[C:32]([O:45][CH3:46])[C:31]=1[OH:47].